Dataset: Reaction yield outcomes from USPTO patents with 853,638 reactions. Task: Predict the reaction yield, written as a fraction of the theoretical maximum amount of product (1.0 means a 100% yield; for example, 0.34 means a 34% yield). (1) The reactants are [CH3:1][O:2][C:3]([CH2:5][C@H:6]([NH2:10])[C:7]([OH:9])=O)=[O:4].Cl.[CH3:12]CN(CC)CC.[Si](Cl)(C)(C)C.[C:24]1([CH3:33])[CH:29]=[CH:28][C:27]([C:30](Cl)=[O:31])=[CH:26][CH:25]=1. The catalyst is C(Cl)Cl. The product is [CH3:33][C:24]1[CH:29]=[CH:28][C:27]([C:30]([NH:10][CH:6]([C:7](=[O:9])[CH3:12])[CH2:5][C:3]([O:2][CH3:1])=[O:4])=[O:31])=[CH:26][CH:25]=1. The yield is 0.910. (2) The reactants are Br[C:2]1[CH:9]=[CH:8][C:5]([C:6]#[N:7])=[CH:4][N:3]=1.[F:10][C:11]([F:17])([F:16])[O:12][CH2:13][CH2:14][OH:15]. No catalyst specified. The product is [F:10][C:11]([F:17])([F:16])[O:12][CH2:13][CH2:14][O:15][C:2]1[CH:9]=[CH:8][C:5]([C:6]#[N:7])=[CH:4][N:3]=1. The yield is 0.950. (3) The reactants are [C:1]1([NH:7][NH2:8])[CH:6]=[CH:5][CH:4]=[CH:3][CH:2]=1.C(Cl)(Cl)(Cl)Cl.C(O[C:17](=[N:21][C:22](=O)[C:23]1[CH:28]=[CH:27][CH:26]=[CH:25][CH:24]=1)[CH2:18][CH2:19][CH3:20])C. The catalyst is O. The product is [C:1]1([N:7]2[C:22]([C:23]3[CH:28]=[CH:27][CH:26]=[CH:25][CH:24]=3)=[N:21][C:17]([CH2:18][CH2:19][CH3:20])=[N:8]2)[CH:6]=[CH:5][CH:4]=[CH:3][CH:2]=1. The yield is 0.670. (4) The catalyst is CCO. The yield is 0.360. The product is [Cl:1][C:2]1[N:3]=[N:4][CH:5]=[C:6]([Cl:9])[C:7]=1[NH2:10]. The reactants are [Cl:1][C:2]1[N:3]=[N:4][CH:5]=[C:6]([Cl:9])[C:7]=1Cl.[NH4+:10].[OH-]. (5) The reactants are [H-].[Na+].[CH3:3][O:4][C:5](=[O:8])[CH2:6][SH:7].C([O:12][CH:13]([CH3:22])[C:14](Cl)=[C:15]1[CH2:19][CH2:18][CH2:17][C:16]1=O)(=O)C.C(OC(C)C(C1CCCC=1Cl)=O)(=O)C.C([O-])([O-])=O.[K+].[K+]. The catalyst is O1CCCC1.O.CO. The product is [CH3:3][O:4][C:5]([C:6]1[S:7][C:14]([CH:13]([OH:12])[CH3:22])=[C:15]2[CH2:19][CH2:18][CH2:17][C:16]=12)=[O:8]. The yield is 0.356. (6) The product is [CH3:1][C:2]1([CH3:25])[C:6]([C:7]2[CH:8]=[C:9]([C:10]([O:12][CH3:13])=[O:11])[CH:14]=[CH:15][C:16]=2[C:33]2[CH:34]=[C:29]([O:28][CH2:26][CH3:27])[CH:30]=[CH:31][C:32]=2[F:38])=[CH:5][CH2:4][CH2:3]1. The reactants are [CH3:1][C:2]1([CH3:25])[C:6]([C:7]2[CH:8]=[C:9]([CH:14]=[CH:15][C:16]=2OS(C(F)(F)F)(=O)=O)[C:10]([O:12][CH3:13])=[O:11])=[CH:5][CH2:4][CH2:3]1.[CH2:26]([O:28][C:29]1[CH:30]=[CH:31][C:32]([F:38])=[C:33](B(O)O)[CH:34]=1)[CH3:27].C(=O)([O-])[O-].[K+].[K+]. The yield is 0.900. The catalyst is CN(C=O)C.[Cl-].[Na+].O.C1C=CC([P]([Pd]([P](C2C=CC=CC=2)(C2C=CC=CC=2)C2C=CC=CC=2)([P](C2C=CC=CC=2)(C2C=CC=CC=2)C2C=CC=CC=2)[P](C2C=CC=CC=2)(C2C=CC=CC=2)C2C=CC=CC=2)(C2C=CC=CC=2)C2C=CC=CC=2)=CC=1. (7) The reactants are C[O:2][C:3](=O)[CH:4]([C:9]1[CH:14]=[CH:13][C:12]([C:15]([F:18])([F:17])[F:16])=[CH:11][C:10]=1[N+:19]([O-])=O)C(OC)=O. The catalyst is Cl.O. The product is [F:16][C:15]([F:18])([F:17])[C:12]1[CH:11]=[C:10]2[C:9]([CH2:4][C:3](=[O:2])[NH:19]2)=[CH:14][CH:13]=1. The yield is 0.760. (8) The yield is 0.880. No catalyst specified. The reactants are [Br:1][C:2]1[CH:26]=[CH:25][C:5]([CH2:6][NH:7][C:8](=[O:24])[C:9]2[CH:14]=[C:13]([N:15]3[CH2:20][CH2:19][O:18][CH2:17][CH2:16]3)[C:12]([F:21])=[CH:11][C:10]=2[O:22]C)=[C:4]([F:27])[CH:3]=1.Br.CC(O)=O. The product is [Br:1][C:2]1[CH:26]=[CH:25][C:5]([CH2:6][NH:7][C:8](=[O:24])[C:9]2[CH:14]=[C:13]([N:15]3[CH2:16][CH2:17][O:18][CH2:19][CH2:20]3)[C:12]([F:21])=[CH:11][C:10]=2[OH:22])=[C:4]([F:27])[CH:3]=1. (9) The reactants are [OH:1][C@@H:2]1[C@H:6]([OH:7])[C@@H:5]([CH2:8][OH:9])[O:4][C@H:3]1[N:10]1[C:19]2[C:14](=[CH:15][C:16]([O:22][CH3:23])=[C:17]([O:20][CH3:21])[CH:18]=2)[C:13](=[O:24])[NH:12][C:11]1=[O:25].CO[C:28](OC)([CH3:30])[CH3:29].O.C1(C)C=CC(S(O)(=O)=O)=CC=1.C(=O)(O)[O-].[Na+]. The catalyst is CC(C)=O. The product is [OH:9][CH2:8][C@@H:5]1[C@H:6]2[O:7][C:28]([CH3:30])([CH3:29])[O:1][C@H:2]2[C@H:3]([N:10]2[C:19]3[C:14](=[CH:15][C:16]([O:22][CH3:23])=[C:17]([O:20][CH3:21])[CH:18]=3)[C:13](=[O:24])[NH:12][C:11]2=[O:25])[O:4]1. The yield is 0.910.